Dataset: Full USPTO retrosynthesis dataset with 1.9M reactions from patents (1976-2016). Task: Predict the reactants needed to synthesize the given product. Given the product [CH:22]12[CH2:30][CH:26]3[CH2:25][CH:24]([CH2:29][CH:28]([CH2:27]3)[CH:21]1[NH:20][C:19](=[O:31])[C:16]1[CH:17]=[CH:18][C:13]([O:12][CH:9]3[CH2:8][CH2:7][CH:6]([CH2:4][OH:3])[CH2:11][CH2:10]3)=[CH:14][CH:15]=1)[CH2:23]2, predict the reactants needed to synthesize it. The reactants are: C([O:3][C:4]([CH:6]1[CH2:11][CH2:10][CH:9]([O:12][C:13]2[CH:18]=[CH:17][C:16]([C:19](=[O:31])[NH:20][CH:21]3[CH:28]4[CH2:29][CH:24]5[CH2:25][CH:26]([CH2:30][CH:22]3[CH2:23]5)[CH2:27]4)=[CH:15][CH:14]=2)[CH2:8][CH2:7]1)=O)C.CC(C[AlH]CC(C)C)C.C1(C)C=CC=CC=1.[NH4+].[Cl-].